Dataset: Forward reaction prediction with 1.9M reactions from USPTO patents (1976-2016). Task: Predict the product of the given reaction. (1) Given the reactants N=C=N.[F:4][C:5]([F:38])([F:37])[C:6]1[CH:11]=[CH:10][CH:9]=[CH:8][C:7]=1[NH:12][C:13]([NH:15][C:16]1[CH:21]=[CH:20][C:19]([Cl:22])=[C:18]([S:23]([N:26]([CH3:28])[CH3:27])(=[O:25])=[O:24])[C:17]=1[O:29][Si:30]([C:33]([CH3:36])([CH3:35])[CH3:34])([CH3:32])[CH3:31])=S.CS(Cl)(=O)=O.C(N(CC)CC)C, predict the reaction product. The product is: [F:38][C:5]([F:4])([F:37])[C:6]1[CH:11]=[CH:10][CH:9]=[CH:8][C:7]=1[N:12]=[C:13]=[N:15][C:16]1[CH:21]=[CH:20][C:19]([Cl:22])=[C:18]([S:23]([N:26]([CH3:27])[CH3:28])(=[O:25])=[O:24])[C:17]=1[O:29][Si:30]([C:33]([CH3:34])([CH3:35])[CH3:36])([CH3:31])[CH3:32]. (2) Given the reactants Cl[C:2]1[O:3][C:4]2[C:5](=[C:7]([C:19]#[N:20])[C:8]([CH3:18])=[C:9]([C:12]3[CH:17]=[CH:16][CH:15]=[CH:14][CH:13]=3)[C:10]=2[F:11])[N:6]=1.C(N(CC)C(C)C)(C)C.[OH:30][C:31]1([CH3:35])[CH2:34][NH:33][CH2:32]1, predict the reaction product. The product is: [F:11][C:10]1[C:9]([C:12]2[CH:17]=[CH:16][CH:15]=[CH:14][CH:13]=2)=[C:8]([CH3:18])[C:7]([C:19]#[N:20])=[C:5]2[C:4]=1[O:3][C:2]([N:33]1[CH2:34][C:31]([OH:30])([CH3:35])[CH2:32]1)=[N:6]2.